From a dataset of Full USPTO retrosynthesis dataset with 1.9M reactions from patents (1976-2016). Predict the reactants needed to synthesize the given product. (1) Given the product [CH3:1][CH:2]1[CH2:3][CH2:4][N:5]([CH2:8][CH2:9][O:10][C:11]2[CH:16]=[CH:15][C:14]([NH2:17])=[CH:13][CH:12]=2)[CH2:6][CH2:7]1, predict the reactants needed to synthesize it. The reactants are: [CH3:1][CH:2]1[CH2:7][CH2:6][N:5]([CH2:8][CH2:9][O:10][C:11]2[CH:16]=[CH:15][C:14]([N+:17]([O-])=O)=[CH:13][CH:12]=2)[CH2:4][CH2:3]1.[H][H]. (2) Given the product [O:6]1[CH2:5][CH2:4][N:3]([CH2:4][CH2:5][O:6][CH2:7][CH2:8][N:3]2[CH2:4][CH2:5][O:6][CH2:7][CH2:8]2)[CH2:8][CH2:7]1, predict the reactants needed to synthesize it. The reactants are: [H][H].[NH3:3].[CH2:4](O)[CH2:5][O:6][CH2:7][CH2:8]O. (3) The reactants are: [NH:1]1[C:9]2[C:4](=[N:5][CH:6]=[CH:7][CH:8]=2)[C:3]([NH2:10])=[CH:2]1.Cl.Cl[CH2:13][CH2:14][NH:15][CH2:16][CH2:17]Cl.C([O-])([O-])=O.[Na+].[Na+]. Given the product [N:10]1([C:3]2[C:4]3=[N:5][CH:6]=[CH:7][CH:8]=[C:9]3[NH:1][CH:2]=2)[CH2:17][CH2:16][NH:15][CH2:14][CH2:13]1, predict the reactants needed to synthesize it.